This data is from Forward reaction prediction with 1.9M reactions from USPTO patents (1976-2016). The task is: Predict the product of the given reaction. Given the reactants Br[C:2]1[CH:3]=[C:4]([C:8]2([C:19]3[CH:24]=[CH:23][C:22]([O:25][CH3:26])=[CH:21][CH:20]=3)[C:12]3=[N:13][CH2:14][CH:15]([F:17])[CH2:16][N:11]3[C:10]([NH2:18])=[N:9]2)[CH:5]=[CH:6][CH:7]=1.[N:27]1[CH:32]=[C:31](B(O)O)[CH:30]=[N:29][CH:28]=1, predict the reaction product. The product is: [F:17][CH:15]1[CH2:16][N:11]2[C:10]([NH2:18])=[N:9][C:8]([C:19]3[CH:24]=[CH:23][C:22]([O:25][CH3:26])=[CH:21][CH:20]=3)([C:4]3[CH:5]=[CH:6][CH:7]=[C:2]([C:31]4[CH:32]=[N:27][CH:28]=[N:29][CH:30]=4)[CH:3]=3)[C:12]2=[N:13][CH2:14]1.